From a dataset of Catalyst prediction with 721,799 reactions and 888 catalyst types from USPTO. Predict which catalyst facilitates the given reaction. Product: [C:1]([O:5][C:6](=[O:17])[NH:7][CH2:8][C:9]1[CH:10]=[CH:11][C:12]([CH:15]=[O:16])=[CH:13][CH:14]=1)([CH3:4])([CH3:2])[CH3:3]. Reactant: [C:1]([O:5][C:6](=[O:17])[NH:7][CH2:8][C:9]1[CH:14]=[CH:13][C:12]([CH2:15][OH:16])=[CH:11][CH:10]=1)([CH3:4])([CH3:3])[CH3:2]. The catalyst class is: 428.